Dataset: Full USPTO retrosynthesis dataset with 1.9M reactions from patents (1976-2016). Task: Predict the reactants needed to synthesize the given product. (1) Given the product [NH2:5][C:6]1[CH:7]=[CH:8][C:9]([CH2:12][C:13]([O:15][CH3:16])=[O:14])=[CH:10][C:11]=1[N+:1]([O-:4])=[O:2], predict the reactants needed to synthesize it. The reactants are: [N+:1]([O-:4])(O)=[O:2].[NH2:5][C:6]1[CH:11]=[CH:10][C:9]([CH2:12][C:13]([O:15][CH3:16])=[O:14])=[CH:8][CH:7]=1. (2) The reactants are: [C:1]1([S:11]([NH2:14])(=[O:13])=[O:12])[C:2]([S:7]([NH2:10])(=[O:9])=[O:8])=[CH:3][CH:4]=[CH:5][CH:6]=1.Br[C:16]1[CH:24]=[CH:23][C:19]([C:20]([OH:22])=O)=[CH:18][CH:17]=1.Cl.CN(C)[CH2:28][CH2:29][CH2:30]N=C=NCC. Given the product [S:7]([C:2]1[CH:3]=[CH:4][CH:5]=[CH:6][C:1]=1[S:11]([NH:14][C:20](=[O:22])[C:19]1[CH:18]=[CH:17][C:16]([C:4]#[C:3][C:2]2[CH:1]=[CH:6][CH:5]=[CH:30][C:29]=2[CH3:28])=[CH:24][CH:23]=1)(=[O:13])=[O:12])(=[O:9])(=[O:8])[NH2:10], predict the reactants needed to synthesize it. (3) Given the product [OH:8][C:9]1[CH:14]=[CH:13][C:12]([S:15]([NH:21][CH2:22][CH:23]([N:28]2[CH2:29][CH2:30][N:31]([C:34]([O:36][CH2:37][C:38]3[CH:43]=[CH:42][CH:41]=[CH:40][CH:39]=3)=[O:35])[CH2:32][CH2:33]2)[C:24]([O:26][CH3:27])=[O:25])(=[O:17])=[O:16])=[CH:11][CH:10]=1, predict the reactants needed to synthesize it. The reactants are: C(N(CC)CC)C.[OH:8][C:9]1[CH:14]=[CH:13][C:12]([S:15](Cl)(=[O:17])=[O:16])=[CH:11][CH:10]=1.Cl.Cl.[NH2:21][CH2:22][CH:23]([N:28]1[CH2:33][CH2:32][N:31]([C:34]([O:36][CH2:37][C:38]2[CH:43]=[CH:42][CH:41]=[CH:40][CH:39]=2)=[O:35])[CH2:30][CH2:29]1)[C:24]([O:26][CH3:27])=[O:25].O. (4) Given the product [Cl:15][C:7]1[N:6]=[C:5]2[NH:12][C:2]([CH3:1])=[N:3][C:4]2=[C:9]([CH3:10])[CH:8]=1, predict the reactants needed to synthesize it. The reactants are: [CH3:1][C:2]1[NH:12][C:5]2=[N+:6]([O-])[CH:7]=[CH:8][C:9]([CH3:10])=[C:4]2[N:3]=1.P(Cl)(Cl)([Cl:15])=O.